Predict the product of the given reaction. From a dataset of Forward reaction prediction with 1.9M reactions from USPTO patents (1976-2016). Given the reactants [NH:1](C(OCC1C2C(=CC=CC=2)C2C1=CC=CC=2)=O)[C@H:2]([C:10]([NH:12][C@H:13]([C:15]([O:17][C:18]([CH3:21])([CH3:20])[CH3:19])=[O:16])[CH3:14])=[O:11])[CH2:3][C:4]1[CH:9]=[CH:8][CH:7]=[CH:6][CH:5]=1.C(NCC)C, predict the reaction product. The product is: [NH2:1][C@H:2]([C:10]([NH:12][C@H:13]([C:15]([O:17][C:18]([CH3:19])([CH3:21])[CH3:20])=[O:16])[CH3:14])=[O:11])[CH2:3][C:4]1[CH:9]=[CH:8][CH:7]=[CH:6][CH:5]=1.